Task: Predict the reactants needed to synthesize the given product.. Dataset: Full USPTO retrosynthesis dataset with 1.9M reactions from patents (1976-2016) Given the product [ClH:16].[NH:2]1[CH2:7][CH2:6][CH2:5][CH2:4][CH:3]1[CH2:8][CH2:9][CH2:10][C:11]([O:13][CH3:18])=[O:12], predict the reactants needed to synthesize it. The reactants are: Cl.[NH:2]1[CH2:7][CH2:6][CH2:5][CH2:4][CH:3]1[CH2:8][CH2:9][CH2:10][C:11]([OH:13])=[O:12].S(Cl)([Cl:16])=O.[CH3:18]O.